Dataset: Peptide-MHC class I binding affinity with 185,985 pairs from IEDB/IMGT. Task: Regression. Given a peptide amino acid sequence and an MHC pseudo amino acid sequence, predict their binding affinity value. This is MHC class I binding data. (1) The peptide sequence is DPDHYKDYA. The MHC is HLA-B53:01 with pseudo-sequence HLA-B53:01. The binding affinity (normalized) is 0. (2) The peptide sequence is SMGLITIAV. The MHC is HLA-A02:01 with pseudo-sequence HLA-A02:01. The binding affinity (normalized) is 0.787.